From a dataset of Full USPTO retrosynthesis dataset with 1.9M reactions from patents (1976-2016). Predict the reactants needed to synthesize the given product. Given the product [Cl:18][C:19]1[CH:20]=[C:21]([CH:24]=[CH:25][C:26]=1[O:1][C:2]1[CH:9]=[CH:8][C:5]([CH:6]=[O:7])=[CH:4][C:3]=1[O:10][CH3:11])[C:22]#[N:23], predict the reactants needed to synthesize it. The reactants are: [OH:1][C:2]1[CH:9]=[CH:8][C:5]([CH:6]=[O:7])=[CH:4][C:3]=1[O:10][CH3:11].C(=O)([O-])[O-].[Li+].[Li+].[Cl:18][C:19]1[CH:20]=[C:21]([CH:24]=[CH:25][C:26]=1F)[C:22]#[N:23].O.